From a dataset of Full USPTO retrosynthesis dataset with 1.9M reactions from patents (1976-2016). Predict the reactants needed to synthesize the given product. Given the product [F:13][C:14]([F:25])([F:24])[C:15]1[CH:20]=[CH:19][C:18]([C:2]2[CH:3]=[C:4]3[C:9](=[CH:10][CH:11]=2)[NH:8][C:7](=[O:12])[CH2:6][CH2:5]3)=[CH:17][CH:16]=1, predict the reactants needed to synthesize it. The reactants are: Br[C:2]1[CH:3]=[C:4]2[C:9](=[CH:10][CH:11]=1)[NH:8][C:7](=[O:12])[CH2:6][CH2:5]2.[F:13][C:14]([F:25])([F:24])[C:15]1[CH:20]=[CH:19][C:18](B(O)O)=[CH:17][CH:16]=1.C(=O)(O)[O-].[Na+].O.